This data is from Catalyst prediction with 721,799 reactions and 888 catalyst types from USPTO. The task is: Predict which catalyst facilitates the given reaction. (1) Reactant: [CH3:1][O:2][C:3](=[O:19])[C:4](O)([C:12]1[CH:17]=[CH:16][CH:15]=[CH:14][CH:13]=1)[CH2:5][C:6]1[CH:11]=[CH:10][CH:9]=[CH:8][CH:7]=1.S(OS(C(F)(F)F)(=O)=O)(C(F)(F)F)(=O)=O.N1C=CC=CC=1. Product: [CH3:1][O:2][C:3](=[O:19])/[C:4](/[C:12]1[CH:13]=[CH:14][CH:15]=[CH:16][CH:17]=1)=[CH:5]\[C:6]1[CH:11]=[CH:10][CH:9]=[CH:8][CH:7]=1. The catalyst class is: 2. (2) Reactant: [OH:1][C:2]1[C:6]([CH2:7][C:8]([O:10][CH3:11])=[O:9])=[CH:5][N:4]([CH3:12])[N:3]=1.Cl[CH2:14][C:15]1[CH:16]=[CH:17][C:18]([O:21][CH2:22][C:23]2[N:24]=[C:25]([C:29]3[CH:34]=[CH:33][CH:32]=[CH:31][CH:30]=3)[S:26][C:27]=2[CH3:28])=[N:19][CH:20]=1.C(=O)([O-])[O-].[K+].[K+].CN(C)C=O. Product: [CH3:12][N:4]1[CH:5]=[C:6]([CH2:7][C:8]([O:10][CH3:11])=[O:9])[C:2]([O:1][CH2:14][C:15]2[CH:20]=[N:19][C:18]([O:21][CH2:22][C:23]3[N:24]=[C:25]([C:29]4[CH:34]=[CH:33][CH:32]=[CH:31][CH:30]=4)[S:26][C:27]=3[CH3:28])=[CH:17][CH:16]=2)=[N:3]1. The catalyst class is: 6. (3) Product: [C:22]([C:9]1[CH:10]=[N:11][C:12]2[C:17]([C:8]=1[C:4]1[CH:3]=[C:2]([NH:1][C:30](=[O:37])[C:31]3[CH:36]=[CH:35][CH:34]=[CH:33][CH:32]=3)[CH:7]=[CH:6][CH:5]=1)=[CH:16][CH:15]=[CH:14][C:13]=2[C:18]([F:21])([F:19])[F:20])(=[O:23])[C:24]1[CH:25]=[CH:26][CH:27]=[CH:28][CH:29]=1. The catalyst class is: 66. Reactant: [NH2:1][C:2]1[CH:3]=[C:4]([C:8]2[C:17]3[C:12](=[C:13]([C:18]([F:21])([F:20])[F:19])[CH:14]=[CH:15][CH:16]=3)[N:11]=[CH:10][C:9]=2[C:22]([C:24]2[CH:29]=[CH:28][CH:27]=[CH:26][CH:25]=2)=[O:23])[CH:5]=[CH:6][CH:7]=1.[C:30](Cl)(=[O:37])[C:31]1[CH:36]=[CH:35][CH:34]=[CH:33][CH:32]=1.N1C=CC=CC=1. (4) Reactant: [Br:1][C:2]1[CH:3]=[C:4]2[C:9](=[CH:10][CH:11]=1)[C:8]([O:12]S(C(F)(F)F)(=O)=O)=[C:7]([C@H:20]([O:26][C:27]([CH3:30])([CH3:29])[CH3:28])[C:21]([O:23][CH2:24][CH3:25])=[O:22])[C:6]([CH3:31])=[CH:5]2.[F-].C([N+](CCCC)(CCCC)CCCC)CCC. Product: [Br:1][C:2]1[CH:3]=[C:4]2[C:9](=[CH:10][CH:11]=1)[C:8]([OH:12])=[C:7]([C@H:20]([O:26][C:27]([CH3:30])([CH3:29])[CH3:28])[C:21]([O:23][CH2:24][CH3:25])=[O:22])[C:6]([CH3:31])=[CH:5]2. The catalyst class is: 1. (5) Reactant: [ClH:1].[CH2:2]([O:4][C:5](=[O:16])[C@H:6]([CH2:8][C:9]1[CH:14]=[CH:13][C:12]([F:15])=[CH:11][CH:10]=1)[NH2:7])[CH3:3].CC[N:19]([CH:23]([CH3:25])C)[CH:20]([CH3:22])[CH3:21].C1C=CC2N([OH:35])N=NC=2C=1.CCN=C=[N:40][CH2:41][CH2:42][CH2:43]N(C)C. Product: [CH2:2]([O:4][C:5](=[O:16])[C@@H:6]([NH:7][C:22]([C:20]1[NH:19][C:23]2=[N:40][C:41]([Cl:1])=[CH:42][CH:43]=[C:25]2[CH:21]=1)=[O:35])[CH2:8][C:9]1[CH:10]=[CH:11][C:12]([F:15])=[CH:13][CH:14]=1)[CH3:3]. The catalyst class is: 3. (6) Product: [CH:1]([O:4][C:5]1[CH:9]=[C:8]([CH2:10][CH2:11][C:12]([O:14][CH2:15][CH3:16])=[O:13])[N:7]([CH2:19][C:20]2[CH:29]=[CH:28][C:27]3[C:22](=[CH:23][CH:24]=[CH:25][CH:26]=3)[N:21]=2)[N:6]=1)([CH3:3])[CH3:2]. The catalyst class is: 6. Reactant: [CH:1]([O:4][C:5]1[CH:9]=[C:8]([CH2:10][CH2:11][C:12]([O:14][CH2:15][CH3:16])=[O:13])[NH:7][N:6]=1)([CH3:3])[CH3:2].Cl.Cl[CH2:19][C:20]1[CH:29]=[CH:28][C:27]2[C:22](=[CH:23][CH:24]=[CH:25][CH:26]=2)[N:21]=1.C(=O)([O-])[O-].[K+].[K+].CN(C)C=O. (7) Reactant: C([Si]([O:8][CH2:9][C:10]1[CH:22]=[CH:21][C:20]2[C:19]3[C:14](=[C:15]([O:24][CH3:25])[CH:16]=[CH:17][C:18]=3[F:23])[CH:13]([C:26]([CH3:30])([CH3:29])[CH:27]=[CH2:28])[C:12]=2[CH:11]=1)(C)C)(C)(C)C.CC1C=CC(S([O-])(=O)=O)=CC=1.C1C=C[NH+]=CC=1. Product: [CH3:30][C:26]([CH:13]1[C:12]2[CH:11]=[C:10]([CH2:9][OH:8])[CH:22]=[CH:21][C:20]=2[C:19]2[C:14]1=[C:15]([O:24][CH3:25])[CH:16]=[CH:17][C:18]=2[F:23])([CH3:29])[CH:27]=[CH2:28]. The catalyst class is: 5.